Task: Predict which catalyst facilitates the given reaction.. Dataset: Catalyst prediction with 721,799 reactions and 888 catalyst types from USPTO (1) Reactant: [NH2:1][C:2]1[CH:3]=[C:4]2[C:8](=[CH:9][CH:10]=1)[C:7](=[O:11])[CH2:6][CH2:5]2.N1C=CC=CC=1.[C:18]([O:21][CH2:22][C:23](Cl)=[O:24])(=[O:20])[CH3:19]. Product: [O:11]=[C:7]1[C:8]2[C:4](=[CH:3][C:2]([NH:1][C:23]([CH2:22][O:21][C:18](=[O:20])[CH3:19])=[O:24])=[CH:10][CH:9]=2)[CH2:5][CH2:6]1. The catalyst class is: 2. (2) Reactant: [CH2:1]([C:3]1[CH:8]=[C:7]([CH3:9])[CH:6]=[C:5]([CH2:10][CH3:11])[C:4]=1[C:12]1[C:13](=[O:24])[N:14]([CH3:23])[N:15]=[C:16]([CH3:22])[C:17]=1S(C)(=O)=O)[CH3:2].C1(C)C=CC=CC=1.C[O:33]CCOCCOC.[OH-].[Na+]. Product: [CH2:1]([C:3]1[CH:8]=[C:7]([CH3:9])[CH:6]=[C:5]([CH2:10][CH3:11])[C:4]=1[C:12]1[C:13](=[O:24])[N:14]([CH3:23])[N:15]=[C:16]([CH3:22])[C:17]=1[OH:33])[CH3:2]. The catalyst class is: 6. (3) Reactant: COC1C=CC(C[N:8]2[CH2:17][C:16]3[C:11](=[CH:12][CH:13]=[C:14]([C:18]4[CH:19]=[C:20]([CH:28]=[CH:29][C:30]=4[CH3:31])[C:21]([N:23]([CH:25]4[CH2:27][CH2:26]4)[CH3:24])=[O:22])[CH:15]=3)[N:10]([CH3:32])[C:9]2=[O:33])=CC=1.C(C1C(=O)C(Cl)=C(Cl)C(=O)C=1C#N)#N. Product: [CH:25]1([N:23]([CH3:24])[C:21](=[O:22])[C:20]2[CH:28]=[CH:29][C:30]([CH3:31])=[C:18]([C:14]3[CH:15]=[C:16]4[C:11](=[CH:12][CH:13]=3)[N:10]([CH3:32])[C:9](=[O:33])[N:8]=[CH:17]4)[CH:19]=2)[CH2:26][CH2:27]1. The catalyst class is: 67. (4) Reactant: [OH-].[Na+].BrBr.Br[O-].[N:7]1([CH2:12][C:13]23[CH2:21][CH:17]4[CH2:18][CH:19]([CH2:20]2)[C:15]([C:22](=[O:24])C)([CH2:16]4)[CH2:14]3)[CH:11]=[N:10][CH:9]=[N:8]1.CC(O)=[O:27]. Product: [N:7]1([CH2:12][C:13]23[CH2:21][CH:17]4[CH2:18][CH:19]([CH2:20]2)[C:15]([C:22]([OH:24])=[O:27])([CH2:16]4)[CH2:14]3)[CH:11]=[N:10][CH:9]=[N:8]1. The catalyst class is: 38. (5) Reactant: Cl[C:2]1[O:3][C:4]2[CH:10]=[C:9]([OH:11])[CH:8]=[CH:7][C:5]=2[N:6]=1.[Cl:12][C:13]1[CH:20]=[CH:19][CH:18]=[CH:17][C:14]=1[CH2:15][NH2:16]. Product: [Cl:12][C:13]1[CH:20]=[CH:19][CH:18]=[CH:17][C:14]=1[CH2:15][NH:16][C:2]1[O:3][C:4]2[CH:10]=[C:9]([OH:11])[CH:8]=[CH:7][C:5]=2[N:6]=1. The catalyst class is: 514. (6) Reactant: [F:1][C:2]1([F:25])[C@@H:11]([CH2:12][O:13][C:14](=[O:16])[CH3:15])[O:10][C@H:5]([O:6]C(=O)C)[C@H:4]([O:17][C:18](=[O:20])[CH3:19])[C@H:3]1[O:21][C:22](=[O:24])[CH3:23].C(OCC)(=O)C.[BrH:32]. Product: [Br:32][C@@:5]1([O:10][C@H:11]([CH2:12][O:13][C:14](=[O:16])[CH3:15])[C:2]([F:25])([F:1])[C@H:3]([O:21][C:22](=[O:24])[CH3:23])[C@H:4]1[O:17][C:18](=[O:20])[CH3:19])[OH:6]. The catalyst class is: 15. (7) Reactant: CCCCCC.C([Li])CCC.Br[C:13]1[C:18]([CH3:19])=[CH:17][C:16]([Br:20])=[CH:15][N:14]=1.[C:21]([O:25][C:26]([N:28]1[CH2:33][CH2:32][C:31](=[O:34])[CH2:30][CH2:29]1)=[O:27])([CH3:24])([CH3:23])[CH3:22]. Product: [C:21]([O:25][C:26]([N:28]1[CH2:33][CH2:32][C:31]([C:13]2[C:18]([CH3:19])=[CH:17][C:16]([Br:20])=[CH:15][N:14]=2)([OH:34])[CH2:30][CH2:29]1)=[O:27])([CH3:24])([CH3:22])[CH3:23]. The catalyst class is: 93. (8) Reactant: Cl[CH2:2][CH2:3][CH2:4][S:5]([C:8]1[CH:13]=[CH:12][C:11]([F:14])=[C:10]([F:15])[CH:9]=1)(=[O:7])=[O:6].O.CCOC(C)=O. Product: [CH:4]1([S:5]([C:8]2[CH:13]=[CH:12][C:11]([F:14])=[C:10]([F:15])[CH:9]=2)(=[O:7])=[O:6])[CH2:2][CH2:3]1. The catalyst class is: 1. (9) Reactant: N1C=CC=CC=1.[CH3:7][S:8](Cl)(=[O:10])=[O:9].[Br:12][CH2:13][C:14]([CH2:19][Br:20])([CH2:17][OH:18])[CH2:15][OH:16]. Product: [CH3:7][S:8]([O:16][CH2:15][C:14]([CH2:19][Br:20])([CH2:17][O:18][S:8]([CH3:7])(=[O:10])=[O:9])[CH2:13][Br:12])(=[O:10])=[O:9]. The catalyst class is: 4.